Regression. Given two drug SMILES strings and cell line genomic features, predict the synergy score measuring deviation from expected non-interaction effect. From a dataset of NCI-60 drug combinations with 297,098 pairs across 59 cell lines. Drug 1: C1CCC(C1)C(CC#N)N2C=C(C=N2)C3=C4C=CNC4=NC=N3. Drug 2: C1=NC2=C(N1)C(=S)N=CN2. Cell line: A498. Synergy scores: CSS=5.08, Synergy_ZIP=-2.10, Synergy_Bliss=-1.51, Synergy_Loewe=-3.85, Synergy_HSA=-2.72.